From a dataset of Forward reaction prediction with 1.9M reactions from USPTO patents (1976-2016). Predict the product of the given reaction. (1) Given the reactants [Cl:1][C:2]1[CH:3]=[C:4]([CH:29]=[C:30]([C:32]([F:35])([F:34])[F:33])[CH:31]=1)[CH2:5][N:6]([C:23]1[N:24]=[N:25][N:26]([CH3:28])[N:27]=1)[C@H:7]1[CH2:13][CH2:12][CH2:11][NH:10][C:9]2[CH:14]=[C:15]([C:19]([F:22])([F:21])[F:20])[C:16]([CH3:18])=[CH:17][C:8]1=2.[Br:36]N1C(=O)CCC1=O, predict the reaction product. The product is: [Br:36][C:14]1[C:9]2[NH:10][CH2:11][CH2:12][CH2:13][C@H:7]([N:6]([CH2:5][C:4]3[CH:29]=[C:30]([C:32]([F:35])([F:33])[F:34])[CH:31]=[C:2]([Cl:1])[CH:3]=3)[C:23]3[N:24]=[N:25][N:26]([CH3:28])[N:27]=3)[C:8]=2[CH:17]=[C:16]([CH3:18])[C:15]=1[C:19]([F:20])([F:21])[F:22]. (2) Given the reactants [CH:1]1([CH2:4][N:5]2[C:10]([NH:11][NH2:12])=[CH:9][C:8](=[O:13])[N:7]([CH3:14])[C:6]2=[O:15])[CH2:3][CH2:2]1.[Cl:16][C:17]1[CH:18]=[C:19]2[C:23](=[CH:24][CH:25]=1)[NH:22][N:21]=[C:20]2[CH:26]=O.[CH:28]([C:30]1[N:34]([CH3:35])[CH:33]=[C:32]([C:36]([OH:38])=[O:37])[CH:31]=1)=O, predict the reaction product. The product is: [Cl:16][C:17]1[CH:18]=[C:19]2[C:23](=[CH:24][CH:25]=1)[NH:22][N:21]=[C:20]2[CH2:26][N:12]1[C:28]([C:30]2[N:34]([CH3:35])[CH:33]=[C:32]([C:36]([OH:38])=[O:37])[CH:31]=2)=[C:9]2[C:10]([N:5]([CH2:4][CH:1]3[CH2:2][CH2:3]3)[C:6](=[O:15])[N:7]([CH3:14])[C:8]2=[O:13])=[N:11]1. (3) The product is: [ClH:1].[ClH:1].[NH2:28][C:24]1[CH:23]=[C:22]([C@H:14]([N:12]([CH3:13])[C:10](=[O:11])[CH2:9][C:4]2[CH:5]=[CH:6][C:7]([Cl:8])=[C:2]([Cl:1])[CH:3]=2)[CH2:15][N:16]2[CH2:20][CH2:19][C@H:18]([OH:21])[CH2:17]2)[CH:27]=[CH:26][CH:25]=1. Given the reactants [Cl:1][C:2]1[CH:3]=[C:4]([CH2:9][C:10]([N:12]([C@@H:14]([C:22]2[CH:27]=[CH:26][CH:25]=[C:24]([N+:28]([O-])=O)[CH:23]=2)[CH2:15][N:16]2[CH2:20][CH2:19][C@H:18]([OH:21])[CH2:17]2)[CH3:13])=[O:11])[CH:5]=[CH:6][C:7]=1[Cl:8].O.NN, predict the reaction product. (4) Given the reactants [F:1][C:2]1([F:26])[CH2:25][CH2:24][C:5]2([CH2:9][N:8]([C:10](=[O:20])[C@H:11]([CH:17]([CH3:19])[CH3:18])[NH:12][C:13]([O:15][CH3:16])=[O:14])[C@H:7]([C:21]([OH:23])=[O:22])[CH2:6]2)[CH2:4][CH2:3]1.[CH3:27][O:28][C:29]([NH:31][C@H:32]([C:36]([N:38]1[CH2:64][CH2:63][CH2:62][C@H:39]1[C:40]([O:42][CH2:43][C:44]([C:46]1[CH:51]=[CH:50][C:49]([C:52]2[CH:57]=[CH:56][C:55]([C:58](=[O:61])[CH2:59]Br)=[CH:54][CH:53]=2)=[CH:48][CH:47]=1)=[O:45])=[O:41])=[O:37])[CH:33]([CH3:35])[CH3:34])=[O:30].C(N(CC)CC)C, predict the reaction product. The product is: [F:26][C:2]1([F:1])[CH2:25][CH2:24][C:5]2([CH2:9][N:8]([C:10](=[O:20])[C@@H:11]([NH:12][C:13]([O:15][CH3:16])=[O:14])[CH:17]([CH3:19])[CH3:18])[C@H:7]([C:21]([O:23][CH2:59][C:58]([C:55]3[CH:56]=[CH:57][C:52]([C:49]4[CH:48]=[CH:47][C:46]([C:44](=[O:45])[CH2:43][O:42][C:40]([C@@H:39]5[CH2:62][CH2:63][CH2:64][N:38]5[C:36](=[O:37])[C@@H:32]([NH:31][C:29]([O:28][CH3:27])=[O:30])[CH:33]([CH3:35])[CH3:34])=[O:41])=[CH:51][CH:50]=4)=[CH:53][CH:54]=3)=[O:61])=[O:22])[CH2:6]2)[CH2:4][CH2:3]1. (5) Given the reactants [CH2:1]([N:3]([CH:29]1[CH2:34][CH2:33][O:32][CH2:31][CH2:30]1)[C:4]1[C:9]2[CH2:10][CH:11]=[CH:12][CH2:13][CH2:14][CH2:15][C:16]3[CH:25]=[C:24]([CH3:26])[CH:23]=[C:22]([O:27]C)[C:17]=3[CH2:18][NH:19][C:20](=[O:21])[C:8]=2[CH:7]=[N:6][CH:5]=1)[CH3:2].FC(F)(F)C([O-])=O.Cl, predict the reaction product. The product is: [CH2:1]([N:3]([CH:29]1[CH2:30][CH2:31][O:32][CH2:33][CH2:34]1)[C:4]1[C:9]2[CH2:10][CH:11]=[CH:12][CH2:13][CH2:14][CH2:15][C:16]3[CH:25]=[C:24]([CH3:26])[CH2:23][C:22](=[O:27])[C:17]=3[CH2:18][NH:19][C:20](=[O:21])[C:8]=2[CH:7]=[N:6][CH:5]=1)[CH3:2]. (6) Given the reactants Br[C:2]1[CH:7]=[CH:6][N:5]=[C:4]2[N:8]([S:24]([C:27]3[CH:33]=[CH:32][C:30]([CH3:31])=[CH:29][CH:28]=3)(=[O:26])=[O:25])[C:9]([C:11]3[CH2:16][CH2:15][N:14]([C:17]([O:19][C:20]([CH3:23])([CH3:22])[CH3:21])=[O:18])[CH2:13][CH:12]=3)=[CH:10][C:3]=12.[F:34][C:35]1[C:40]([F:41])=[CH:39][CH:38]=[CH:37][C:36]=1B(O)O.C(=O)([O-])[O-].[Na+].[Na+], predict the reaction product. The product is: [F:34][C:35]1[C:40]([F:41])=[CH:39][CH:38]=[CH:37][C:36]=1[C:2]1[CH:7]=[CH:6][N:5]=[C:4]2[N:8]([S:24]([C:27]3[CH:28]=[CH:29][C:30]([CH3:31])=[CH:32][CH:33]=3)(=[O:26])=[O:25])[C:9]([C:11]3[CH2:16][CH2:15][N:14]([C:17]([O:19][C:20]([CH3:22])([CH3:21])[CH3:23])=[O:18])[CH2:13][CH:12]=3)=[CH:10][C:3]=12. (7) Given the reactants [Cl:1][C:2]1[CH:3]=[CH:4][C:5]([CH3:11])=[C:6]([CH:10]=1)[C:7]([OH:9])=[O:8].[N+:12]([O-])([OH:14])=[O:13], predict the reaction product. The product is: [Cl:1][C:2]1[CH:3]=[C:4]([N+:12]([O-:14])=[O:13])[C:5]([CH3:11])=[C:6]([CH:10]=1)[C:7]([OH:9])=[O:8].